This data is from Forward reaction prediction with 1.9M reactions from USPTO patents (1976-2016). The task is: Predict the product of the given reaction. (1) Given the reactants FC1C=C(C=CC=1)CC1C2C(=CC=C(CCCNS(CCC)(=O)=O)C=2)CCC1NC(=O)[O-].CI.C(=O)([O-])[O-].[Cs+].[Cs+].[F:41][C:42]1[CH:43]=[C:44]([CH:75]=[CH:76][CH:77]=1)[CH2:45][CH:46]1[C:55]2[C:50](=[CH:51][CH:52]=[C:53]([CH2:56][CH2:57][CH2:58][N:59]([CH3:66])[S:60]([CH2:63][CH2:64][CH3:65])(=[O:62])=[O:61])[CH:54]=2)[CH2:49][CH2:48][CH:47]1[NH:67]C(=O)OC(C)(C)C.[ClH:78], predict the reaction product. The product is: [ClH:78].[NH2:67][CH:47]1[CH:46]([CH2:45][C:44]2[CH:75]=[CH:76][CH:77]=[C:42]([F:41])[CH:43]=2)[C:55]2[CH:54]=[C:53]([CH2:56][CH2:57][CH2:58][N:59]([CH3:66])[S:60]([CH2:63][CH2:64][CH3:65])(=[O:62])=[O:61])[CH:52]=[CH:51][C:50]=2[CH2:49][CH2:48]1. (2) Given the reactants C([BH3-])#N.[Na+].[CH2:5]([O:8][C:9]([C:11]1[N:12]([NH2:16])[CH:13]=[CH:14][CH:15]=1)=[O:10])[CH:6]=[CH2:7].[F:17][C:18]1[CH:25]=[CH:24][C:21]([CH:22]=O)=[CH:20][CH:19]=1.C(O)(=O)C, predict the reaction product. The product is: [CH2:5]([O:8][C:9]([C:11]1[N:12]([NH:16][CH2:22][C:21]2[CH:24]=[CH:25][C:18]([F:17])=[CH:19][CH:20]=2)[CH:13]=[CH:14][CH:15]=1)=[O:10])[CH:6]=[CH2:7]. (3) Given the reactants [OH:1][CH2:2][CH2:3][CH2:4][C:5]1[CH:10]=[CH:9][CH:8]=[CH:7][N:6]=1.Cl, predict the reaction product. The product is: [OH:1][CH2:2][CH2:3][CH2:4][CH:5]1[CH2:10][CH2:9][CH2:8][CH2:7][NH:6]1. (4) The product is: [CH2:17]([C:21]1[CH:26]=[CH:25][C:24]([C:27]2[O:31][C:30]([CH:32]=[C:6]3[S:5][C:4](=[S:7])[N:3]([CH:8]4[CH2:13][CH2:12][CH2:11][CH:10]([C:14]([OH:16])=[O:15])[CH2:9]4)[C:2]3=[O:1])=[CH:29][CH:28]=2)=[CH:23][CH:22]=1)[CH:18]([CH3:20])[CH3:19]. Given the reactants [O:1]=[C:2]1[CH2:6][S:5][C:4](=[S:7])[N:3]1[CH:8]1[CH2:13][CH2:12][CH2:11][CH:10]([C:14]([OH:16])=[O:15])[CH2:9]1.[CH2:17]([C:21]1[CH:26]=[CH:25][C:24]([C:27]2[O:31][C:30]([CH:32]=O)=[CH:29][CH:28]=2)=[CH:23][CH:22]=1)[CH:18]([CH3:20])[CH3:19].C(O)(=O)C.C(O)(=O)C.C(N)CN, predict the reaction product.